The task is: Regression. Given two drug SMILES strings and cell line genomic features, predict the synergy score measuring deviation from expected non-interaction effect.. This data is from NCI-60 drug combinations with 297,098 pairs across 59 cell lines. (1) Synergy scores: CSS=8.88, Synergy_ZIP=-1.66, Synergy_Bliss=4.04, Synergy_Loewe=-8.59, Synergy_HSA=1.51. Cell line: HOP-92. Drug 2: CC1=C(C(=O)C2=C(C1=O)N3CC4C(C3(C2COC(=O)N)OC)N4)N. Drug 1: CN(C)N=NC1=C(NC=N1)C(=O)N. (2) Synergy scores: CSS=37.0, Synergy_ZIP=-4.59, Synergy_Bliss=-9.72, Synergy_Loewe=-6.65, Synergy_HSA=-5.32. Drug 1: C1=CC(=CC=C1CCC2=CNC3=C2C(=O)NC(=N3)N)C(=O)NC(CCC(=O)O)C(=O)O. Cell line: TK-10. Drug 2: C1=CN(C(=O)N=C1N)C2C(C(C(O2)CO)O)O.Cl. (3) Drug 1: CCN(CC)CCNC(=O)C1=C(NC(=C1C)C=C2C3=C(C=CC(=C3)F)NC2=O)C. Drug 2: CC1C(C(CC(O1)OC2CC(CC3=C2C(=C4C(=C3O)C(=O)C5=C(C4=O)C(=CC=C5)OC)O)(C(=O)CO)O)N)O.Cl. Cell line: PC-3. Synergy scores: CSS=29.0, Synergy_ZIP=-1.45, Synergy_Bliss=0.00454, Synergy_Loewe=-6.54, Synergy_HSA=-0.0135. (4) Drug 1: C1CCC(C1)C(CC#N)N2C=C(C=N2)C3=C4C=CNC4=NC=N3. Drug 2: CCCCCOC(=O)NC1=NC(=O)N(C=C1F)C2C(C(C(O2)C)O)O. Cell line: SF-539. Synergy scores: CSS=5.04, Synergy_ZIP=-1.47, Synergy_Bliss=1.23, Synergy_Loewe=-8.03, Synergy_HSA=0.870. (5) Drug 1: CC1=C(C=C(C=C1)NC2=NC=CC(=N2)N(C)C3=CC4=NN(C(=C4C=C3)C)C)S(=O)(=O)N.Cl. Drug 2: CC1=C(C(=CC=C1)Cl)NC(=O)C2=CN=C(S2)NC3=CC(=NC(=N3)C)N4CCN(CC4)CCO. Cell line: BT-549. Synergy scores: CSS=8.62, Synergy_ZIP=5.49, Synergy_Bliss=13.6, Synergy_Loewe=6.48, Synergy_HSA=10.7.